From a dataset of Full USPTO retrosynthesis dataset with 1.9M reactions from patents (1976-2016). Predict the reactants needed to synthesize the given product. (1) Given the product [CH3:21][O:22][C:23]1[CH:24]=[CH:25][C:26]([S:29]([N:2]2[C@@H:3]([C:9]([O:11][CH2:12][CH3:13])=[O:10])[CH:4]3[CH2:5][CH2:6][CH:1]2[CH2:8][CH2:7]3)(=[O:31])=[O:30])=[CH:27][CH:28]=1, predict the reactants needed to synthesize it. The reactants are: [CH:1]12[CH2:8][CH2:7][CH:4]([CH2:5][CH2:6]1)[C@H:3]([C:9]([O:11][CH2:12][CH3:13])=[O:10])[NH:2]2.C(N(CC)CC)C.[CH3:21][O:22][C:23]1[CH:28]=[CH:27][C:26]([S:29](Cl)(=[O:31])=[O:30])=[CH:25][CH:24]=1. (2) Given the product [CH3:1][CH2:2][CH2:3][CH2:4][C:5]([O:7][C@@H:8]1[C@@:12]2([CH3:32])[CH2:13][CH2:14][C@@H:15]3[C:20]4[CH:21]=[CH:22][C:23]([OH:25])=[CH:24][C:19]=4[CH2:18][CH2:17][C@H:16]3[C@@H:11]2[CH2:10][CH2:9]1)=[O:6], predict the reactants needed to synthesize it. The reactants are: [CH3:1][CH2:2][CH2:3][CH2:4][C:5]([O:7][C@@H:8]1[C@@:12]2([CH3:32])[CH2:13][CH2:14][C@@H:15]3[C:20]4[CH:21]=[CH:22][C:23]([O:25]C(CCCC)=O)=[CH:24][C:19]=4[CH2:18][CH2:17][C@H:16]3[C@@H:11]2[CH2:10][CH2:9]1)=[O:6].CO.[BH4-].[Na+]. (3) Given the product [F:1][C:2]1[CH:3]=[C:4]([CH:18]=[CH:19][CH:20]=1)[CH2:5][N:6]1[C:14]2[C:9](=[CH:10][C:11]([NH2:15])=[CH:12][CH:13]=2)[CH:8]=[CH:7]1, predict the reactants needed to synthesize it. The reactants are: [F:1][C:2]1[CH:3]=[C:4]([CH:18]=[CH:19][CH:20]=1)[CH2:5][N:6]1[C:14]2[C:9](=[CH:10][C:11]([N+:15]([O-])=O)=[CH:12][CH:13]=2)[CH:8]=[CH:7]1.C(O)C.[Cl-].[NH4+]. (4) Given the product [CH2:1]([O:3][CH2:4][C:5]1[CH:10]=[C:9]([O:11][CH3:12])[C:8]([B:21]([OH:24])[OH:22])=[C:7]([O:14][CH3:15])[CH:6]=1)[CH3:2], predict the reactants needed to synthesize it. The reactants are: [CH2:1]([O:3][CH2:4][C:5]1[CH:10]=[C:9]([O:11][CH3:12])[C:8](Br)=[C:7]([O:14][CH3:15])[CH:6]=1)[CH3:2].C([Li])CCC.[B:21](OC)([O:24]C)[O:22]C.S(=O)(=O)(O)O. (5) Given the product [C:3]1([N:20]([C:51]2[CH:50]=[CH:53][CH:26]=[CH:21][CH:22]=2)[C:17]2[CH:16]=[CH:15][C:14]([N:13]([C:34]3[C:35]4[C:40]([C:41]([N:20]([C:21]5[CH:26]=[CH:25][CH:24]=[CH:23][CH:22]=5)[C:17]5[CH:18]=[CH:19][C:14]([N:13]([C:27]6[CH:32]=[CH:31][CH:30]=[CH:29][CH:28]=6)[C:7]6[CH:12]=[CH:11][CH:10]=[CH:9][CH:8]=6)=[CH:15][CH:16]=5)=[C:42]5[C:47]=3[CH:46]=[CH:45][CH:44]=[CH:43]5)=[CH:39][CH:38]=[CH:37][CH:36]=4)[C:7]3[CH:12]=[CH:11][CH:10]=[CH:9][CH:8]=3)=[CH:19][CH:18]=2)[CH:2]=[CH:1][CH:6]=[CH:5][CH:4]=1, predict the reactants needed to synthesize it. The reactants are: [CH3:1][CH2:2][CH2:3][CH2:4][CH2:5][CH3:6].[C:7]1([N:13]([C:27]2[CH:32]=[CH:31][CH:30]=[CH:29][CH:28]=2)[C:14]2[CH:19]=[CH:18][C:17]([NH:20][C:21]3[CH:26]=[CH:25][CH:24]=[CH:23][CH:22]=3)=[CH:16][CH:15]=2)[CH:12]=[CH:11][CH:10]=[CH:9][CH:8]=1.Br[C:34]1[C:35]2[C:40]([C:41](Br)=[C:42]3[C:47]=1[CH:46]=[CH:45][CH:44]=[CH:43]3)=[CH:39][CH:38]=[CH:37][CH:36]=2.C[C:50]([CH3:53])([O-])[CH3:51].[Na+]. (6) Given the product [Cl:15][C:16]1[CH:21]=[C:20]([S:22]([CH3:23])(=[O:37])=[O:40])[CH:19]=[CH:18][C:17]=1[CH2:2][C:3]1[CH:8]=[C:7]([C:9]([F:11])([F:12])[F:27])[CH:6]=[C:5]([O:13][CH3:14])[CH:4]=1, predict the reactants needed to synthesize it. The reactants are: Br[CH2:2][C:3]1[CH:8]=[C:7]([C:9]([F:12])([F:11])F)[CH:6]=[C:5]([O:13][CH3:14])[CH:4]=1.[Cl:15][C:16]1[CH:21]=[C:20]([S:22][CH3:23])[CH:19]=[CH:18][C:17]=1B(O)O.[F-:27].[Cs+].C1C=C(Cl)C=C(C(OO)=[O:37])C=1.[OH2:40].